Task: Predict the reaction yield, written as a fraction of the theoretical maximum amount of product (1.0 means a 100% yield; for example, 0.34 means a 34% yield).. Dataset: Reaction yield outcomes from USPTO patents with 853,638 reactions (1) The reactants are [Br:1][C:2]1[C:6]2=[CH:7][C:8]([Cl:30])=[C:9]3[C:14]([C:13](=[O:15])[O:12][C:11]([C:16]4[N:17]([C:23]5[C:28]([Cl:29])=[CH:27][CH:26]=[CH:25][N:24]=5)[N:18]=[C:19]([O:21][CH3:22])[CH:20]=4)=[N:10]3)=[C:5]2[NH:4][N:3]=1.Cl.[C:32]1([NH2:38])([CH:35]2[CH2:37][CH2:36]2)[CH2:34][CH2:33]1.C(N(CC)CC)C. The catalyst is CN(C)C=O. The product is [C:32]1([NH:38][C:13]([C:14]2[C:9]([NH:10][C:11]([C:16]3[N:17]([C:23]4[C:28]([Cl:29])=[CH:27][CH:26]=[CH:25][N:24]=4)[N:18]=[C:19]([O:21][CH3:22])[CH:20]=3)=[O:12])=[C:8]([Cl:30])[CH:7]=[C:6]3[C:5]=2[NH:4][N:3]=[C:2]3[Br:1])=[O:15])([CH:35]2[CH2:37][CH2:36]2)[CH2:34][CH2:33]1. The yield is 0.560. (2) The reactants are [Br:1][C:2]1[N:7]2[CH:8]=[CH:9][N:10]=[C:6]2[C:5]([NH:11][C:12]2[CH:17]=[CH:16][C:15]([N:18]3[CH2:23][CH2:22][O:21][CH2:20][CH2:19]3)=[C:14]([C:24]([CH3:32])([CH3:31])[O:25][SiH2:26][C:27]([CH3:30])([CH3:29])[CH3:28])[CH:13]=2)=[N:4][CH:3]=1.[C:33]([O:37][C:38](O[C:38]([O:37][C:33]([CH3:36])([CH3:35])[CH3:34])=[O:39])=[O:39])([CH3:36])([CH3:35])[CH3:34]. The catalyst is C(Cl)Cl. The product is [C:33]([O:37][C:38](=[O:39])[N:11]([C:5]1[C:6]2[N:7]([CH:8]=[CH:9][N:10]=2)[C:2]([Br:1])=[CH:3][N:4]=1)[C:12]1[CH:17]=[CH:16][C:15]([N:18]2[CH2:19][CH2:20][O:21][CH2:22][CH2:23]2)=[C:14]([C:24]([CH3:32])([CH3:31])[O:25][SiH2:26][C:27]([CH3:30])([CH3:29])[CH3:28])[CH:13]=1)([CH3:36])([CH3:35])[CH3:34]. The yield is 0.540.